Dataset: Forward reaction prediction with 1.9M reactions from USPTO patents (1976-2016). Task: Predict the product of the given reaction. (1) Given the reactants [CH2:1]([NH:3][CH2:4][CH3:5])[CH3:2].C([Li])CCCCC.C(O[C:16](=[O:20])[CH2:17][C:18]#[N:19])C, predict the reaction product. The product is: [CH2:1]([N:3]([CH2:4][CH3:5])[C:16](=[O:20])[CH2:17][C:18]#[N:19])[CH3:2]. (2) Given the reactants [CH2:1]([O:5][CH2:6][CH2:7][O:8][C:9]1[CH:14]=[CH:13][C:12]([C:15]2[CH:20]=[CH:19][C:18]([C:21]([O:23]CCC3C=CC=CN=3)=[O:22])=[C:17]([F:32])[CH:16]=2)=[CH:11][CH:10]=1)[CH2:2][CH2:3][CH3:4], predict the reaction product. The product is: [CH2:1]([O:5][CH2:6][CH2:7][O:8][C:9]1[CH:10]=[CH:11][C:12]([C:15]2[CH:20]=[CH:19][C:18]([C:21]([OH:23])=[O:22])=[C:17]([F:32])[CH:16]=2)=[CH:13][CH:14]=1)[CH2:2][CH2:3][CH3:4]. (3) Given the reactants [C:1](Cl)(=[O:8])[C:2]1[CH:7]=[CH:6][CH:5]=[CH:4][CH:3]=1.[NH4+].[N:11]#[C:12][S-:13].[N:14]1([CH:19]([C:23]2[CH:28]=[CH:27][C:26]([NH2:29])=[CH:25][CH:24]=2)[CH:20]([CH3:22])[CH3:21])[CH:18]=[CH:17][N:16]=[CH:15]1, predict the reaction product. The product is: [C:1]([NH:11][C:12]([NH:29][C:26]1[CH:27]=[CH:28][C:23]([CH:19]([N:14]2[CH:18]=[CH:17][N:16]=[CH:15]2)[CH:20]([CH3:22])[CH3:21])=[CH:24][CH:25]=1)=[S:13])(=[O:8])[C:2]1[CH:7]=[CH:6][CH:5]=[CH:4][CH:3]=1. (4) Given the reactants [Cl:1][C:2]1[CH:7]=[CH:6][C:5]([NH:8][C:9]([C:11]2([C:17]#[N:18])[CH2:16][CH2:15][NH:14][CH2:13][CH2:12]2)=[O:10])=[CH:4][CH:3]=1.Cl[C:20]1[C:21]2[CH:28]=[CH:27][NH:26][C:22]=2[N:23]=[CH:24][N:25]=1.C(N(CC)CC)C, predict the reaction product. The product is: [Cl:1][C:2]1[CH:7]=[CH:6][C:5]([NH:8][C:9]([C:11]2([C:17]#[N:18])[CH2:12][CH2:13][N:14]([C:20]3[C:21]4[CH:28]=[CH:27][NH:26][C:22]=4[N:23]=[CH:24][N:25]=3)[CH2:15][CH2:16]2)=[O:10])=[CH:4][CH:3]=1. (5) Given the reactants [N:1]1([C:9]([O:11][C:12]([CH3:15])([CH3:14])[CH3:13])=[O:10])[CH2:8][CH2:7][CH2:6][C@H:2]1[C:3]([OH:5])=[O:4].[CH2:16](Br)[C:17]1[CH:22]=[CH:21][CH:20]=[CH:19][CH:18]=1.C(N(CC)CC)C, predict the reaction product. The product is: [N:1]1([C:9]([O:11][C:12]([CH3:15])([CH3:14])[CH3:13])=[O:10])[CH2:8][CH2:7][CH2:6][C@H:2]1[C:3]([O:5][CH2:16][C:17]1[CH:22]=[CH:21][CH:20]=[CH:19][CH:18]=1)=[O:4]. (6) Given the reactants C(OC(=O)[NH:10][C:11]1[CH:16]=[CH:15][C:14]([C:17]2[CH2:22][CH2:21][CH:20]([O:23][Si:24]([C:27]([CH3:30])([CH3:29])[CH3:28])([CH3:26])[CH3:25])[CH2:19][CH:18]=2)=[CH:13][CH:12]=1)C1C=CC=CC=1, predict the reaction product. The product is: [C:27]([Si:24]([CH3:26])([CH3:25])[O:23][CH:20]1[CH2:19][CH2:18][CH:17]([C:14]2[CH:13]=[CH:12][C:11]([NH2:10])=[CH:16][CH:15]=2)[CH2:22][CH2:21]1)([CH3:30])([CH3:29])[CH3:28]. (7) Given the reactants [CH3:1][O:2][C:3]([N:5]1[CH2:9][C@@H:8]([CH2:10][CH:11]([CH3:13])[CH3:12])[N:7]([CH:14]2[CH2:19][CH2:18][NH:17][CH2:16][CH2:15]2)[C:6]1=[O:20])=[O:4].[C:21]([O:25][C:26](=[O:45])[CH2:27][O:28][C:29]1[CH:34]=[CH:33][C:32]([S:35][C:36]2[CH:41]=[CH:40][C:39]([CH:42]=O)=[C:38]([CH3:44])[N:37]=2)=[CH:31][CH:30]=1)([CH3:24])([CH3:23])[CH3:22].C(O[BH-](OC(=O)C)OC(=O)C)(=O)C.[Na+], predict the reaction product. The product is: [CH3:1][O:2][C:3]([N:5]1[CH2:9][C@@H:8]([CH2:10][CH:11]([CH3:13])[CH3:12])[N:7]([CH:14]2[CH2:15][CH2:16][N:17]([CH2:42][C:39]3[C:38]([CH3:44])=[N:37][C:36]([S:35][C:32]4[CH:33]=[CH:34][C:29]([O:28][CH2:27][C:26]([O:25][C:21]([CH3:23])([CH3:22])[CH3:24])=[O:45])=[CH:30][CH:31]=4)=[CH:41][CH:40]=3)[CH2:18][CH2:19]2)[C:6]1=[O:20])=[O:4].